This data is from CYP2C9 inhibition data for predicting drug metabolism from PubChem BioAssay. The task is: Regression/Classification. Given a drug SMILES string, predict its absorption, distribution, metabolism, or excretion properties. Task type varies by dataset: regression for continuous measurements (e.g., permeability, clearance, half-life) or binary classification for categorical outcomes (e.g., BBB penetration, CYP inhibition). Dataset: cyp2c9_veith. (1) The result is 1 (inhibitor). The drug is Cc1ncc(N=Nc2ccccc2Cl)c(-c2ccccc2)n1. (2) The drug is C[C@@H](CN)CC(=O)O.C[C@@H](CN)CC(=O)O.O=S(=O)(O)c1cccc2c(S(=O)(=O)O)cccc12. The result is 0 (non-inhibitor). (3) The molecule is O=C(Nc1ccccc1)OCc1cc(-c2ccc(Cl)cc2)on1. The result is 1 (inhibitor). (4) The compound is CCCN(CCC)C(=O)Cc1c(-c2ccc(Cl)cc2)nc2c(Cl)cc(Cl)cn12. The result is 0 (non-inhibitor). (5) The drug is COc1cccc(Cn2c(=O)c(-c3cccs3)nc3cnc(Nc4ccccc4)nc32)c1. The result is 0 (non-inhibitor). (6) The molecule is CN1Cc2c(C(=O)OC(C)(C)C)ncn2-c2ccsc2C1=O. The result is 1 (inhibitor). (7) The result is 0 (non-inhibitor). The drug is FC(F)(F)c1ccccc1-c1nc(NCc2cccnc2)c2ccccc2n1. (8) The drug is Cn1cc[nH]c1=S. The result is 0 (non-inhibitor).